From a dataset of Full USPTO retrosynthesis dataset with 1.9M reactions from patents (1976-2016). Predict the reactants needed to synthesize the given product. (1) Given the product [Br:1][C:2]1[N:6]2[N:7]=[C:8]([NH:11][CH:12]3[CH2:17][CH2:16][CH:15]([CH2:26][OH:27])[CH2:14][CH2:13]3)[CH:9]=[CH:10][C:5]2=[N:4][CH:3]=1, predict the reactants needed to synthesize it. The reactants are: [Br:1][C:2]1[N:6]2[N:7]=[C:8]([NH:11][CH:12]3[CH2:17][CH2:16][CH:15](O)[CH2:14][CH2:13]3)[CH:9]=[CH:10][C:5]2=[N:4][CH:3]=1.NC1CCC([CH2:26][OH:27])CC1. (2) Given the product [C:2]([O:5][C:6]([NH:8][CH2:9][CH:10]1[CH2:15][CH2:14][CH:13]([C:16]([N:18]2[CH2:22][C@@H:21]([N:23]3[CH2:28][CH2:27][N:26]([C:43](=[O:44])[NH2:42])[CH2:25][CH2:24]3)[CH2:20][C@H:19]2[C:29]([NH:31][C:32]2[CH:33]=[CH:34][C:35]([C:36]([O:38][CH3:39])=[O:37])=[CH:40][CH:41]=2)=[O:30])=[O:17])[CH2:12][CH2:11]1)=[O:7])([CH3:1])([CH3:3])[CH3:4], predict the reactants needed to synthesize it. The reactants are: [CH3:1][C:2]([O:5][C:6]([NH:8][CH2:9][C@@H:10]1[CH2:15][CH2:14][C@H:13]([C:16]([N:18]2[CH2:22][C@@H:21]([N:23]3[CH2:28][CH2:27][NH:26][CH2:25][CH2:24]3)[CH2:20][C@H:19]2[C:29]([NH:31][C:32]2[CH:41]=[CH:40][C:35]([C:36]([O:38][CH3:39])=[O:37])=[CH:34][CH:33]=2)=[O:30])=[O:17])[CH2:12][CH2:11]1)=[O:7])([CH3:4])[CH3:3].[N-:42]=[C:43]=[O:44].[K+].C(=O)(O)[O-].[Na+].